This data is from Catalyst prediction with 721,799 reactions and 888 catalyst types from USPTO. The task is: Predict which catalyst facilitates the given reaction. (1) Reactant: C1(C)C=CC(S([O-])(=O)=O)=CC=1.[NH+]1C=CC=CC=1.[O:18]1[CH:23]=[CH:22][CH2:21][CH2:20][CH2:19]1.[Br:24][C:25]1[C:26](=[O:39])[N:27]([C:32]2[CH:37]=[CH:36][C:35]([OH:38])=[CH:34][CH:33]=2)[N:28]=[CH:29][C:30]=1[Br:31]. Product: [Br:24][C:25]1[C:26](=[O:39])[N:27]([C:32]2[CH:33]=[CH:34][C:35]([O:38][CH:23]3[CH2:22][CH2:21][CH2:20][CH2:19][O:18]3)=[CH:36][CH:37]=2)[N:28]=[CH:29][C:30]=1[Br:31]. The catalyst class is: 4. (2) Reactant: [Cl:1][C:2]1[C:7](=[O:8])[N:6]([CH3:9])[CH:5]=[C:4]([NH:10][CH:11]([C:21]2[CH:26]=[CH:25][C:24]([Cl:27])=[CH:23][CH:22]=2)[C:12]2[C:13]([C:18](O)=[O:19])=[N:14][N:15]([CH3:17])[CH:16]=2)[CH:3]=1. Product: [Cl:1][C:2]1[C:7](=[O:8])[N:6]([CH3:9])[CH:5]=[C:4]([N:10]2[CH:11]([C:21]3[CH:26]=[CH:25][C:24]([Cl:27])=[CH:23][CH:22]=3)[C:12]3[C:13](=[N:14][N:15]([CH3:17])[CH:16]=3)[C:18]2=[O:19])[CH:3]=1. The catalyst class is: 61. (3) Reactant: [Br:1][C:2]1[CH:7]=[C:6]([F:8])[CH:5]=[CH:4][C:3]=1[CH3:9].[N+:10]([O-])([O-:12])=[O:11].[K+]. Product: [Br:1][C:2]1[CH:7]=[C:6]([F:8])[C:5]([N+:10]([O-:12])=[O:11])=[CH:4][C:3]=1[CH3:9]. The catalyst class is: 445. (4) Reactant: C(OC([NH:8][CH2:9][CH2:10][S:11]([C:14]1[CH:19]=[CH:18][CH:17]=[CH:16][CH:15]=1)(=[O:13])=[O:12])=O)(C)(C)C.[ClH:20]. The catalyst class is: 13. Product: [ClH:20].[C:14]1([S:11]([CH2:10][CH2:9][NH2:8])(=[O:12])=[O:13])[CH:15]=[CH:16][CH:17]=[CH:18][CH:19]=1. (5) Reactant: Cl[C:2]1[N:7]=[CH:6][C:5]([C:8]([N:10]2[CH2:16][CH2:15][CH2:14][N:13]([CH:17]3[CH2:20][CH2:19][CH2:18]3)[CH2:12][CH2:11]2)=[O:9])=[CH:4][CH:3]=1.[O:21]1[CH2:26][CH2:25][CH:24]([OH:27])[CH2:23][CH2:22]1.C1OCCOCCOCCOCCOCCOC1.[OH-].[K+]. Product: [CH:17]1([N:13]2[CH2:14][CH2:15][CH2:16][N:10]([C:8]([C:5]3[CH:6]=[N:7][C:2]([O:27][CH:24]4[CH2:25][CH2:26][O:21][CH2:22][CH2:23]4)=[CH:3][CH:4]=3)=[O:9])[CH2:11][CH2:12]2)[CH2:20][CH2:19][CH2:18]1. The catalyst class is: 93. (6) Reactant: Br[C:2]1[CH:11]=[C:10]2[C:5]([N:6]=[CH:7][C:8]([N:12]3[CH2:17][CH2:16][CH2:15][CH:14]([N:18]([CH3:20])[CH3:19])[CH2:13]3)=[N:9]2)=[CH:4][CH:3]=1.B1(B2OC(C)(C)C(C)(C)O2)OC(C)(C)C(C)(C)O1.C([O-])(=O)C.[K+].Br[C:45]1[CH:46]=[C:47]([NH:52][S:53]([C:56]2[CH:61]=[CH:60][CH:59]=[CH:58][CH:57]=2)(=[O:55])=[O:54])[C:48]([Cl:51])=[N:49][CH:50]=1.C(=O)([O-])[O-].[K+].[K+]. Product: [Cl:51][C:48]1[C:47]([NH:52][S:53]([C:56]2[CH:57]=[CH:58][CH:59]=[CH:60][CH:61]=2)(=[O:55])=[O:54])=[CH:46][C:45]([C:2]2[CH:11]=[C:10]3[C:5](=[CH:4][CH:3]=2)[N:6]=[CH:7][C:8]([N:12]2[CH2:17][CH2:16][CH2:15][CH:14]([N:18]([CH3:20])[CH3:19])[CH2:13]2)=[N:9]3)=[CH:50][N:49]=1. The catalyst class is: 12.